This data is from Reaction yield outcomes from USPTO patents with 853,638 reactions. The task is: Predict the reaction yield, written as a fraction of the theoretical maximum amount of product (1.0 means a 100% yield; for example, 0.34 means a 34% yield). (1) The reactants are [Br:1][C:2]1[N:7]=[C:6]([NH:8]C(=O)C)[CH:5]=[CH:4][CH:3]=1.[N+:12]([O-])([OH:14])=[O:13]. The catalyst is OS(O)(=O)=O. The product is [Br:1][C:2]1[N:7]=[C:6]([NH2:8])[CH:5]=[CH:4][C:3]=1[N+:12]([O-:14])=[O:13]. The yield is 0.820. (2) The yield is 0.900. The product is [NH2:15][C:14]1[C:5]([NH:4][CH2:3][CH2:2][OH:1])=[C:6]([CH:11]=[CH:12][CH:13]=1)[C:7]([O:9][CH3:10])=[O:8]. The catalyst is [Pd].O1CCCC1. The reactants are [OH:1][CH2:2][CH2:3][NH:4][C:5]1[C:14]([N+:15]([O-])=O)=[CH:13][CH:12]=[CH:11][C:6]=1[C:7]([O:9][CH3:10])=[O:8]. (3) The reactants are [OH:1][C:2]1[CH:7]=[C:6]([O:8][CH2:9][CH2:10][O:11][CH3:12])[CH:5]=[CH:4][C:3]=1[C:13](=[O:15])[CH3:14].C(=O)([O-])[O-].[K+].[K+].[CH2:22](Br)[C:23]1[CH:28]=[CH:27][CH:26]=[CH:25][CH:24]=1.[Cl-].[NH4+]. The catalyst is CN(C)C=O. The product is [CH2:22]([O:1][C:2]1[CH:7]=[C:6]([O:8][CH2:9][CH2:10][O:11][CH3:12])[CH:5]=[CH:4][C:3]=1[C:13](=[O:15])[CH3:14])[C:23]1[CH:28]=[CH:27][CH:26]=[CH:25][CH:24]=1. The yield is 0.970. (4) The reactants are [C:1]([O:5][C:6]([NH:8][CH2:9][C:10]1([CH2:16][C:17]([OH:19])=O)[CH2:15][CH2:14][CH2:13][CH2:12][CH2:11]1)=[O:7])([CH3:4])([CH3:3])[CH3:2].C([N:22](CC)CC)C.C(=O)C(C)C. The catalyst is C1COCC1. The product is [C:1]([O:5][C:6](=[O:7])[NH:8][CH2:9][C:10]1([CH2:16][C:17](=[O:19])[NH2:22])[CH2:15][CH2:14][CH2:13][CH2:12][CH2:11]1)([CH3:4])([CH3:3])[CH3:2]. The yield is 0.770.